Task: Regression. Given a peptide amino acid sequence and an MHC pseudo amino acid sequence, predict their binding affinity value. This is MHC class II binding data.. Dataset: Peptide-MHC class II binding affinity with 134,281 pairs from IEDB (1) The peptide sequence is MVGTILEMLGHRLDD. The MHC is HLA-DPA10103-DPB10401 with pseudo-sequence HLA-DPA10103-DPB10401. The binding affinity (normalized) is 0.565. (2) The peptide sequence is YDKFLANVSTVLTGK. The MHC is HLA-DQA10401-DQB10402 with pseudo-sequence HLA-DQA10401-DQB10402. The binding affinity (normalized) is 0.370. (3) The peptide sequence is AFKVAATAANYAPAN. The MHC is HLA-DPA10201-DPB11401 with pseudo-sequence HLA-DPA10201-DPB11401. The binding affinity (normalized) is 0.457.